From a dataset of Catalyst prediction with 721,799 reactions and 888 catalyst types from USPTO. Predict which catalyst facilitates the given reaction. (1) The catalyst class is: 127. Reactant: [CH2:1]([CH2:3][NH2:4])[OH:2].[OH-].[Na+].[C:7](O[C:7]([O:9][C:10]([CH3:13])([CH3:12])[CH3:11])=[O:8])([O:9][C:10]([CH3:13])([CH3:12])[CH3:11])=[O:8].S([O-])(O)(=O)=O.[K+]. Product: [C:10]([O:9][C:7](=[O:8])[NH:4][CH2:3][CH2:1][OH:2])([CH3:13])([CH3:12])[CH3:11]. (2) Reactant: [CH3:1][S:2]([CH2:5][CH2:6][CH2:7][CH2:8][NH2:9])(=[O:4])=[O:3].[Cl:10][C:11]1[C:16]([N+:17]([O-:19])=[O:18])=[C:15](Cl)[CH:14]=[C:13]([CH2:21][CH2:22][CH2:23][CH2:24][CH3:25])[N:12]=1.C(N(CC)CC)C. Product: [Cl:10][C:11]1[C:16]([N+:17]([O-:19])=[O:18])=[C:15]([NH:9][CH2:8][CH2:7][CH2:6][CH2:5][S:2]([CH3:1])(=[O:4])=[O:3])[CH:14]=[C:13]([CH2:21][CH2:22][CH2:23][CH2:24][CH3:25])[N:12]=1. The catalyst class is: 3. (3) Reactant: [CH2:1]([O:3][C:4]([N:6]1[CH2:12][CH:11]([NH2:13])[C:10]2=[N:14][C:15]([C:19]3[CH:24]=[CH:23][N:22]=[CH:21][N:20]=3)=[CH:16][C:17](=[O:18])[N:9]2[CH2:8][CH2:7]1)=[O:5])[CH3:2].[N:25]1[CH:30]=[CH:29][CH:28]=[CH:27][C:26]=1[C:31](O)=[O:32].C(P(=O)(OCC)OCC)#N.C(N(CC)CC)C. Product: [CH2:1]([O:3][C:4]([N:6]1[CH2:12][CH:11]([NH:13][C:31]([C:26]2[CH:27]=[CH:28][CH:29]=[CH:30][N:25]=2)=[O:32])[C:10]2=[N:14][C:15]([C:19]3[CH:24]=[CH:23][N:22]=[CH:21][N:20]=3)=[CH:16][C:17](=[O:18])[N:9]2[CH2:8][CH2:7]1)=[O:5])[CH3:2]. The catalyst class is: 288. (4) Reactant: [N:1]1([CH:6]2[CH2:14][C:13]3[C:8](=[CH:9][CH:10]=[C:11]([OH:15])[CH:12]=3)[CH2:7]2)[CH2:5][CH2:4][CH2:3][CH2:2]1.[Br:16][C:17]1[CH:22]=[CH:21][C:20](B(O)O)=[CH:19][CH:18]=1.C(N(CC)CC)C. Product: [Br:16][C:17]1[CH:22]=[CH:21][C:20]([O:15][C:11]2[CH:12]=[C:13]3[C:8](=[CH:9][CH:10]=2)[CH2:7][CH:6]([N:1]2[CH2:5][CH2:4][CH2:3][CH2:2]2)[CH2:14]3)=[CH:19][CH:18]=1. The catalyst class is: 221. (5) Reactant: [Cl:1][C:2]1[CH:3]=[C:4]([C:9]2([C:30]([F:33])([F:32])[F:31])[O:13][N:12]=[C:11]([C:14]3[C:23]4[C:18](=[CH:19][CH:20]=[CH:21][CH:22]=4)[C:17]([C:24]4[O:25][C:26](=[O:29])[CH2:27][N:28]=4)=[CH:16][CH:15]=3)[CH2:10]2)[CH:5]=[C:6]([Cl:8])[CH:7]=1.[NH2:34][CH2:35][CH:36]1[CH2:38][CH2:37]1. Product: [CH:36]1([CH2:35][NH:34][C:26](=[O:29])[CH2:27][NH:28][C:24]([C:17]2[C:18]3[C:23](=[CH:22][CH:21]=[CH:20][CH:19]=3)[C:14]([C:11]3[CH2:10][C:9]([C:4]4[CH:5]=[C:6]([Cl:8])[CH:7]=[C:2]([Cl:1])[CH:3]=4)([C:30]([F:31])([F:33])[F:32])[O:13][N:12]=3)=[CH:15][CH:16]=2)=[O:25])[CH2:38][CH2:37]1. The catalyst class is: 35. (6) Reactant: [CH3:1][C:2]1[NH:3][C:4]2[C:9]([C:10]=1[S:11][C:12]1[CH:13]=[C:14]([CH2:18][C:19]([OH:21])=[O:20])[CH:15]=[CH:16][CH:17]=1)=[CH:8][CH:7]=[CH:6][CH:5]=2.[CH3:22][Si]([N-][Si](C)(C)C)(C)C.[Li+].IC. Product: [CH3:22][N:3]1[C:4]2[C:9](=[CH:8][CH:7]=[CH:6][CH:5]=2)[C:10]([S:11][C:12]2[CH:13]=[C:14]([CH2:18][C:19]([OH:21])=[O:20])[CH:15]=[CH:16][CH:17]=2)=[C:2]1[CH3:1]. The catalyst class is: 198. (7) Reactant: C[O:2][C:3](=[O:17])[C:4]1[CH:9]=[CH:8][CH:7]=[C:6]([N+:10]([O-:12])=[O:11])[C:5]=1[NH:13]C(=O)C.Cl. Product: [NH2:13][C:5]1[C:6]([N+:10]([O-:12])=[O:11])=[CH:7][CH:8]=[CH:9][C:4]=1[C:3]([OH:17])=[O:2]. The catalyst class is: 14. (8) Reactant: [Cl:1][C:2]1[C:3]([F:28])=[C:4]([CH:8]2[C:12]([C:15]3[CH:20]=[CH:19][C:18]([Cl:21])=[CH:17][C:16]=3[F:22])([C:13]#[N:14])[CH:11]([CH2:23][C:24]([CH3:27])([CH3:26])[CH3:25])[CH2:10][NH:9]2)[CH:5]=[CH:6][CH:7]=1.C(N(CC)CC)C.[C:36](Cl)(Cl)=[O:37].CC1(C)[O:45][C@@H:44]([CH2:46][CH2:47][NH2:48])[CH2:43][O:42]1.CC1C=CC(S([O-])(=O)=O)=CC=1.C1C=C[NH+]=CC=1. Product: [OH:45][C@H:44]([CH2:43][OH:42])[CH2:46][CH2:47][NH:48][C:36]([N:9]1[CH2:10][CH:11]([CH2:23][C:24]([CH3:25])([CH3:27])[CH3:26])[C:12]([C:15]2[CH:20]=[CH:19][C:18]([Cl:21])=[CH:17][C:16]=2[F:22])([C:13]#[N:14])[CH:8]1[C:4]1[CH:5]=[CH:6][CH:7]=[C:2]([Cl:1])[C:3]=1[F:28])=[O:37]. The catalyst class is: 61. (9) Reactant: Cl.[Br:2][C:3]1[CH:4]=[C:5]([CH2:10][NH2:11])[CH:6]=[CH:7][C:8]=1[F:9].[C:12](OC(=O)C)(=[O:14])[CH3:13]. Product: [Br:2][C:3]1[CH:4]=[C:5]([CH:6]=[CH:7][C:8]=1[F:9])[CH2:10][NH:11][C:12](=[O:14])[CH3:13]. The catalyst class is: 17.